This data is from Forward reaction prediction with 1.9M reactions from USPTO patents (1976-2016). The task is: Predict the product of the given reaction. (1) Given the reactants [F:1][C:2]([F:43])([F:42])[C:3]1[CH:4]=[C:5]([CH:35]=[C:36]([C:38]([F:41])([F:40])[F:39])[CH:37]=1)[CH2:6][N:7]([CH2:15][C:16]1[C:17]([N:26]([CH2:29][CH:30]2[CH2:34][CH2:33][CH2:32][CH2:31]2)[CH2:27][CH3:28])=[N:18][CH:19]=[C:20]([C:22]([F:25])([F:24])[F:23])[CH:21]=1)[C:8]1[N:13]=[CH:12][C:11](Br)=[CH:10][N:9]=1.[CH3:44][N:45]1[CH2:50][CH2:49][NH:48][CH2:47][CH2:46]1.CC([O-])(C)C.[Na+].C(P(C(C)(C)C)C1C=CC=CC=1C1C=CC=CC=1)(C)(C)C, predict the reaction product. The product is: [F:1][C:2]([F:43])([F:42])[C:3]1[CH:4]=[C:5]([CH:35]=[C:36]([C:38]([F:41])([F:40])[F:39])[CH:37]=1)[CH2:6][N:7]([CH2:15][C:16]1[C:17]([N:26]([CH2:29][CH:30]2[CH2:34][CH2:33][CH2:32][CH2:31]2)[CH2:27][CH3:28])=[N:18][CH:19]=[C:20]([C:22]([F:25])([F:24])[F:23])[CH:21]=1)[C:8]1[N:13]=[CH:12][C:11]([N:48]2[CH2:49][CH2:50][N:45]([CH3:44])[CH2:46][CH2:47]2)=[CH:10][N:9]=1. (2) Given the reactants [CH2:1]([N:5]1[N:9]=[N:8][C:7]([C:10]([O:12]CC)=[O:11])=[N:6]1)[CH2:2][CH2:3][CH3:4].C(O)C.[OH-].[K+], predict the reaction product. The product is: [CH2:1]([N:5]1[N:9]=[N:8][C:7]([C:10]([OH:12])=[O:11])=[N:6]1)[CH2:2][CH2:3][CH3:4]. (3) Given the reactants [C:1]([O:8][CH3:9])(=[O:7])/[CH:2]=[CH:3]\[C:4]([OH:6])=[O:5].C(O)(=O)/C=C\C(O)=O.[BrH:18].C(O)(=O)C, predict the reaction product. The product is: [Br:18][CH:2]([CH2:3][C:4]([OH:6])=[O:5])[C:1]([O:8][CH3:9])=[O:7]. (4) Given the reactants [F:1][C:2]1[CH:3]=[C:4]([CH:29]=[C:30]([N:32]2[CH2:37][CH2:36][O:35][CH2:34][CH2:33]2)[CH:31]=1)[C:5]([NH:7][C:8]1[C:17]2[C:12](=[CH:13][CH:14]=[CH:15][CH:16]=2)[C:11]([O:18][C:19]2[CH:24]=[CH:23][N:22]=[C:21](S(C)(=O)=O)[N:20]=2)=[CH:10][CH:9]=1)=[O:6].[CH3:38][NH:39][C:40]([NH2:42])=[NH:41], predict the reaction product. The product is: [NH2:42][C:40]([N:39]([CH3:38])[C:21]1[N:20]=[C:19]([O:18][C:11]2[C:12]3[C:17](=[CH:16][CH:15]=[CH:14][CH:13]=3)[C:8]([NH:7][C:5](=[O:6])[C:4]3[CH:29]=[C:30]([N:32]4[CH2:37][CH2:36][O:35][CH2:34][CH2:33]4)[CH:31]=[C:2]([F:1])[CH:3]=3)=[CH:9][CH:10]=2)[CH:24]=[CH:23][N:22]=1)=[NH:41]. (5) Given the reactants [CH:1]1[C:10]2[C:5](=[CH:6][CH:7]=[CH:8][CH:9]=2)[CH:4]=[CH:3][C:2]=1[C:11](Cl)=[O:12].[CH3:14][NH:15][C@H:16]1[CH2:35][N:20]2[C:21]3[C:26]([C:27]([CH2:28][C:29]([O:31]CCC)=[O:30])=[C:19]2[CH2:18][CH2:17]1)=[CH:25][CH:24]=[CH:23][CH:22]=3, predict the reaction product. The product is: [CH3:14][N:15]([C:11]([C:2]1[CH:3]=[CH:4][C:5]2[C:10](=[CH:9][CH:8]=[CH:7][CH:6]=2)[CH:1]=1)=[O:12])[C@H:16]1[CH2:35][N:20]2[C:21]3[C:26]([C:27]([CH2:28][C:29]([OH:31])=[O:30])=[C:19]2[CH2:18][CH2:17]1)=[CH:25][CH:24]=[CH:23][CH:22]=3.